The task is: Predict the reaction yield, written as a fraction of the theoretical maximum amount of product (1.0 means a 100% yield; for example, 0.34 means a 34% yield).. This data is from Reaction yield outcomes from USPTO patents with 853,638 reactions. (1) The reactants are [CH3:1][O:2][C:3]1[CH:8]=[C:7](F)[CH:6]=[CH:5][C:4]=1[N+:10]([O-:12])=[O:11].[NH:13]1[CH2:18][CH2:17][NH:16][CH2:15][CH2:14]1. The catalyst is O1CCOCC1. The product is [CH3:1][O:2][C:3]1[CH:8]=[C:7]([N:13]2[CH2:18][CH2:17][NH:16][CH2:15][CH2:14]2)[CH:6]=[CH:5][C:4]=1[N+:10]([O-:12])=[O:11]. The yield is 0.900. (2) The reactants are Br[C:2]1[CH:3]=[C:4]([NH:10][C:11]2[S:12][C:13]([CH3:16])=[N:14][N:15]=2)[C:5](=[O:9])[N:6]([CH3:8])[CH:7]=1.[C:17]([O:20][CH2:21][C:22]1[C:23]([N:31]2[CH2:42][CH2:41][N:40]3[C:33](=[CH:34][C:35]4[CH2:36][C:37]([CH3:44])([CH3:43])[CH2:38][C:39]=43)[C:32]2=[O:45])=[N:24][CH:25]=[CH:26][C:27]=1B(O)O)(=[O:19])[CH3:18].[O-]P([O-])([O-])=O.[K+].[K+].[K+].C([O-])(=O)C.[Na+]. The catalyst is C1C=CC(P(C2C=CC=CC=2)[C-]2C=CC=C2)=CC=1.C1C=CC(P(C2C=CC=CC=2)[C-]2C=CC=C2)=CC=1.Cl[Pd]Cl.[Fe+2].O.C(#N)C. The product is [C:17]([O:20][CH2:21][C:22]1[C:23]([N:31]2[CH2:42][CH2:41][N:40]3[C:33](=[CH:34][C:35]4[CH2:36][C:37]([CH3:44])([CH3:43])[CH2:38][C:39]=43)[C:32]2=[O:45])=[N:24][CH:25]=[CH:26][C:27]=1[C:2]1[CH:3]=[C:4]([NH:10][C:11]2[S:12][C:13]([CH3:16])=[N:14][N:15]=2)[C:5](=[O:9])[N:6]([CH3:8])[CH:7]=1)(=[O:19])[CH3:18]. The yield is 0.280. (3) The reactants are O1CCOCC1.[CH3:7][N:8]1[CH2:16][C:15]2[C:10](=[C:11]([N+:26]([O-:28])=[O:27])[CH:12]=[CH:13][C:14]=2B2OC(C)(C)C(C)(C)O2)[C:9]1=[O:29].[CH3:30][C:31]1([C:45]([O:47][CH2:48][CH3:49])=[O:46])[CH2:36][CH2:35][C:34](OS(C(F)(F)F)(=O)=O)=[CH:33][CH2:32]1.C(=O)([O-])[O-].[Cs+].[Cs+]. The catalyst is C1C=CC([P]([Pd]([P](C2C=CC=CC=2)(C2C=CC=CC=2)C2C=CC=CC=2)([P](C2C=CC=CC=2)(C2C=CC=CC=2)C2C=CC=CC=2)[P](C2C=CC=CC=2)(C2C=CC=CC=2)C2C=CC=CC=2)(C2C=CC=CC=2)C2C=CC=CC=2)=CC=1.O. The product is [CH3:30][C:31]1([C:45]([O:47][CH2:48][CH3:49])=[O:46])[CH2:36][CH2:35][C:34]([C:14]2[CH:13]=[CH:12][C:11]([N+:26]([O-:28])=[O:27])=[C:10]3[C:15]=2[CH2:16][N:8]([CH3:7])[C:9]3=[O:29])=[CH:33][CH2:32]1. The yield is 0.770. (4) The reactants are [F:1][C:2]1[CH:7]=[CH:6][C:5]([C:8]2[O:9][CH:10]=[C:11]([CH2:13][C:14]#[N:15])[N:12]=2)=[CH:4][CH:3]=1.Cl.Cl[CH2:18][CH2:19][N:20]([CH2:22][CH2:23]Cl)[CH3:21]. No catalyst specified. The product is [F:1][C:2]1[CH:3]=[CH:4][C:5]([C:8]2[O:9][CH:10]=[C:11]([C:13]3([C:14]#[N:15])[CH2:23][CH2:22][N:20]([CH3:21])[CH2:19][CH2:18]3)[N:12]=2)=[CH:6][CH:7]=1. The yield is 0.300. (5) The reactants are Cl.[CH2:2]1[C:4]2([CH2:9][CH2:8][CH2:7][CH2:6][NH:5]2)[CH2:3]1.N1C=CC=CC=1.CCN(C(C)C)C(C)C.[Cl:25][C:26](Cl)([O:28]C(=O)OC(Cl)(Cl)Cl)Cl.Cl. The catalyst is C(Cl)Cl. The product is [CH2:3]1[C:4]2([CH2:9][CH2:8][CH2:7][CH2:6][N:5]2[C:26]([Cl:25])=[O:28])[CH2:2]1. The yield is 1.00.